Dataset: Forward reaction prediction with 1.9M reactions from USPTO patents (1976-2016). Task: Predict the product of the given reaction. (1) Given the reactants [NH2:1][C:2]1[C:3]([NH:13][CH2:14][CH2:15][CH2:16][OH:17])=[C:4]([CH:9]=[CH:10][C:11]=1[Cl:12])[C:5]([O:7][CH3:8])=[O:6].[Cl:18][C:19]1[CH:24]=[C:23]([Cl:25])[CH:22]=[C:21]([Cl:26])[C:20]=1[N:27]=[C:28]=[S:29], predict the reaction product. The product is: [Cl:12][C:11]1[CH:10]=[CH:9][C:4]([C:5]([O:7][CH3:8])=[O:6])=[C:3]([NH:13][CH2:14][CH2:15][CH2:16][OH:17])[C:2]=1[NH:1][C:28](=[S:29])[NH:27][C:20]1[C:21]([Cl:26])=[CH:22][C:23]([Cl:25])=[CH:24][C:19]=1[Cl:18]. (2) Given the reactants [C:1](Cl)(=O)C(Cl)=O.[CH2:7]([N:14]([CH2:24][C:25]1[CH:30]=[CH:29][CH:28]=[CH:27][CH:26]=1)[CH:15]1[CH2:19][CH:18]([C:20](O)=[O:21])[CH:17]([CH3:23])[CH2:16]1)[C:8]1[CH:13]=[CH:12][CH:11]=[CH:10][CH:9]=1.CN(C=O)C.C[Si](C=[N+]=[N-])(C)C.[BrH:43].C([O-])(O)=O.[Na+], predict the reaction product. The product is: [Br:43][CH2:1][C:20]([CH:18]1[CH2:19][CH:15]([N:14]([CH2:24][C:25]2[CH:26]=[CH:27][CH:28]=[CH:29][CH:30]=2)[CH2:7][C:8]2[CH:9]=[CH:10][CH:11]=[CH:12][CH:13]=2)[CH2:16][CH:17]1[CH3:23])=[O:21]. (3) Given the reactants [OH:1][C@@H:2]1[CH2:7][CH2:6][CH2:5][NH:4][CH2:3]1.[C:8](O[C:8]([O:10][C:11]([CH3:14])([CH3:13])[CH3:12])=[O:9])([O:10][C:11]([CH3:14])([CH3:13])[CH3:12])=[O:9].C(N(CC)CC)C.[Cl-].[NH4+], predict the reaction product. The product is: [C:11]([O:10][C:8]([N:4]1[CH2:5][CH2:6][CH2:7][C@@H:2]([OH:1])[CH2:3]1)=[O:9])([CH3:14])([CH3:13])[CH3:12]. (4) Given the reactants [Cl:1][C:2]1[CH:3]=[C:4]([C@H:8]2[C@:13]([C:15]3[CH:20]=[CH:19][C:18]([Cl:21])=[CH:17][CH:16]=3)([CH3:14])[N:12]([CH2:22][CH:23]3[CH2:25][CH2:24]3)[C:11](=[O:26])[CH2:10][O:9]2)[CH:5]=[CH:6][CH:7]=1.C[Si]([N-][Si](C)(C)C)(C)C.[Li+].[CH2:37](Br)[CH:38]=[CH2:39], predict the reaction product. The product is: [CH2:39]([C@@H:10]1[O:9][C@@H:8]([C:4]2[CH:5]=[CH:6][CH:7]=[C:2]([Cl:1])[CH:3]=2)[C@:13]([C:15]2[CH:20]=[CH:19][C:18]([Cl:21])=[CH:17][CH:16]=2)([CH3:14])[N:12]([CH2:22][CH:23]2[CH2:24][CH2:25]2)[C:11]1=[O:26])[CH:38]=[CH2:37]. (5) Given the reactants [CH:1]([N:4]1[C:9]2=[N:10][C:11]([C:14]3[C:15]([CH3:31])=[N:16][C:17]([C:20]4[N:24](C5CCCCO5)[CH:23]=[N:22][N:21]=4)=[CH:18][CH:19]=3)=[CH:12][N:13]=[C:8]2[NH:7][CH2:6][C:5]1=[O:32])([CH3:3])[CH3:2].BrC1C(C)=NC(C2N=CN(C3CCCCO3)N=2)=CC=1.C(N1C2=NC([Sn](C)(C)C)=CN=C2NCC1=O)(C)C.C1(C)C=CC=CC=1P(C1C=CC=CC=1C)C1C=CC=CC=1C.C(N(CC)CC)C, predict the reaction product. The product is: [CH:1]([N:4]1[C:9]2=[N:10][C:11]([C:14]3[C:15]([CH3:31])=[N:16][C:17]([C:20]4[NH:24][CH:23]=[N:22][N:21]=4)=[CH:18][CH:19]=3)=[CH:12][N:13]=[C:8]2[NH:7][CH2:6][C:5]1=[O:32])([CH3:3])[CH3:2]. (6) Given the reactants Br[C:2]1[CH:7]=[CH:6][N:5]=[CH:4][C:3]=1[CH:8]=O.C([O-])([O-])=O.[K+].[K+].[C:16]([O:20][CH3:21])(=[O:19])[CH2:17][SH:18], predict the reaction product. The product is: [CH3:21][O:20][C:16]([C:17]1[S:18][C:2]2[CH:7]=[CH:6][N:5]=[CH:4][C:3]=2[CH:8]=1)=[O:19]. (7) The product is: [Br:1][C:2]1[CH:10]=[CH:9][C:5]([C:6]([N:23]2[CH2:24][CH2:25][N:20]([C:14]3[CH:15]=[CH:16][C:17]([CH3:19])=[CH:18][C:13]=3[CH3:12])[CH2:21][CH2:22]2)=[O:8])=[C:4]([F:11])[CH:3]=1. Given the reactants [Br:1][C:2]1[CH:10]=[CH:9][C:5]([C:6]([OH:8])=O)=[C:4]([F:11])[CH:3]=1.[CH3:12][C:13]1[CH:18]=[C:17]([CH3:19])[CH:16]=[CH:15][C:14]=1[N:20]1[CH2:25][CH2:24][NH:23][CH2:22][CH2:21]1, predict the reaction product. (8) The product is: [CH:14]1[C:15]2[C:20](=[CH:19][CH:18]=[CH:17][CH:16]=2)[CH:21]=[CH:22][C:13]=1[CH2:12][C:10]1[N:11]=[C:7]([N:1]2[CH2:6][CH2:5][O:4][CH2:3][CH2:2]2)[S:8][C:9]=1[C:23]1[NH:27][N:26]=[N:25][N:24]=1. Given the reactants [N:1]1([C:7]2[S:8][C:9]([C:23]#[N:24])=[C:10]([CH2:12][C:13]3[CH:22]=[CH:21][C:20]4[C:15](=[CH:16][CH:17]=[CH:18][CH:19]=4)[CH:14]=3)[N:11]=2)[CH2:6][CH2:5][O:4][CH2:3][CH2:2]1.[N-:25]=[N+:26]=[N-:27].[Na+].[Cl-].[NH4+].O, predict the reaction product. (9) Given the reactants [H-].[Na+].[Si:3]([O:10][CH2:11][CH2:12][CH2:13][NH:14][C:15]1[C:20]([F:21])=[CH:19][N:18]=[C:17]([Cl:22])[N:16]=1)([C:6]([CH3:9])([CH3:8])[CH3:7])([CH3:5])[CH3:4].[CH3:23]I, predict the reaction product. The product is: [Si:3]([O:10][CH2:11][CH2:12][CH2:13][N:14]([CH3:23])[C:15]1[C:20]([F:21])=[CH:19][N:18]=[C:17]([Cl:22])[N:16]=1)([C:6]([CH3:9])([CH3:7])[CH3:8])([CH3:5])[CH3:4]. (10) Given the reactants [Cl:1][C:2]1[CH:8]=[CH:7][CH:6]=[CH:5][C:3]=1[NH2:4].[C:9](N1C=CN=C1)(N1C=CN=C1)=[S:10].[NH2:21][C:22]1[N:23]=[CH:24][C:25]([C:32]2[CH:42]=[CH:41][C:35]([C:36]([N:38]([CH3:40])[CH3:39])=[O:37])=[CH:34][CH:33]=2)=[N:26][C:27]=1[C:28]([NH:30][NH2:31])=[O:29], predict the reaction product. The product is: [NH2:21][C:22]1[N:23]=[CH:24][C:25]([C:32]2[CH:33]=[CH:34][C:35]([C:36]([N:38]([CH3:39])[CH3:40])=[O:37])=[CH:41][CH:42]=2)=[N:26][C:27]=1[C:28](=[O:29])[NH:30][NH:31][C:9](=[S:10])[NH:4][C:3]1[CH:5]=[CH:6][CH:7]=[CH:8][C:2]=1[Cl:1].